From a dataset of Full USPTO retrosynthesis dataset with 1.9M reactions from patents (1976-2016). Predict the reactants needed to synthesize the given product. (1) The reactants are: C(NC(C)C)(C)C.C([Li])CCC.[F:13][C:14]1[CH:21]=[C:20]([F:22])[CH:19]=[CH:18][C:15]=1[C:16]#[N:17].CN(C)[CH:25]=[O:26]. Given the product [F:13][C:14]1[C:21]([CH:25]=[O:26])=[C:20]([F:22])[CH:19]=[CH:18][C:15]=1[C:16]#[N:17], predict the reactants needed to synthesize it. (2) Given the product [Br:1][C:9]1[C:10](=[O:14])[O:11][C:12]2[C:7]([C:8]=1[CH3:15])=[CH:6][C:5]([O:16][CH3:17])=[C:4]([OH:3])[CH:13]=2, predict the reactants needed to synthesize it. The reactants are: [Br:1]Br.[OH:3][C:4]1[CH:13]=[C:12]2[C:7]([C:8]([CH3:15])=[CH:9][C:10](=[O:14])[O:11]2)=[CH:6][C:5]=1[O:16][CH3:17].S(=O)(O)[O-].[Na+].